This data is from Catalyst prediction with 721,799 reactions and 888 catalyst types from USPTO. The task is: Predict which catalyst facilitates the given reaction. (1) Reactant: C(=O)([O-])[O-].[K+].[K+].[Cl:7][C:8]1[CH:9]=[C:10]([CH:28]=[CH:29][C:30]=1[C:31]#[N:32])[O:11][C:12]1[N:17]=[C:16](OC2C=CC(C#N)=C(Cl)C=2)[CH:15]=[CH:14][N:13]=1.[OH:33][C:34]1[CH:35]=[C:36]([C:42]#[N:43])[CH:37]=[C:38]([CH:41]=1)[C:39]#[N:40]. Product: [Cl:7][C:8]1[CH:9]=[C:10]([CH:28]=[CH:29][C:30]=1[C:31]#[N:32])[O:11][C:12]1[N:13]=[C:14]([O:33][C:34]2[CH:41]=[C:38]([C:39]#[N:40])[CH:37]=[C:36]([CH:35]=2)[C:42]#[N:43])[CH:15]=[CH:16][N:17]=1. The catalyst class is: 9. (2) Reactant: [F:1][C:2]([F:6])([F:5])[CH2:3][OH:4].[H-].[Na+].Cl[C:10]1[N:15]=[C:14]([O:16][CH3:17])[CH:13]=[C:12]([O:18][CH3:19])[N:11]=1.O. The catalyst class is: 54. Product: [CH3:19][O:18][C:12]1[CH:13]=[C:14]([O:16][CH3:17])[N:15]=[C:10]([O:4][CH2:3][C:2]([F:6])([F:5])[F:1])[N:11]=1. (3) Reactant: C1(P(C2C=CC=CC=2)C2C=CC=CC=2)C=CC=CC=1.N(C(OCC)=O)=NC(OCC)=O.[OH:32][CH2:33][C:34]1[C:39]([CH3:40])=[CH:38][CH:37]=[CH:36][C:35]=1[N:41]1[C:45](=[O:46])[N:44]([CH3:47])[N:43]=[N:42]1.[S:48]1[CH2:52][CH:51]=[CH:50][C:49]1=O.C(=O)(O)[O-].[Na+]. Product: [S:48]1[CH:52]=[CH:51][CH:50]=[C:49]1[O:32][CH2:33][C:34]1[C:39]([CH3:40])=[CH:38][CH:37]=[CH:36][C:35]=1[N:41]1[C:45](=[O:46])[N:44]([CH3:47])[N:43]=[N:42]1. The catalyst class is: 7. (4) Reactant: C[Si]([N-][Si](C)(C)C)(C)C.[Na+].[C:11]([O:14][CH2:15][CH3:16])(=[O:13])[CH3:12].Cl[C:18]1[S:19][C:20]2[CH:26]=[C:25]([C:27]([O:29][C:30]([CH3:33])([CH3:32])[CH3:31])=[O:28])[CH:24]=[CH:23][C:21]=2[N:22]=1.Cl. Product: [CH2:15]([O:14][C:11](=[O:13])[CH2:12][C:18]1[S:19][C:20]2[CH:26]=[C:25]([C:27]([O:29][C:30]([CH3:33])([CH3:32])[CH3:31])=[O:28])[CH:24]=[CH:23][C:21]=2[N:22]=1)[CH3:16]. The catalyst class is: 182.